This data is from Reaction yield outcomes from USPTO patents with 853,638 reactions. The task is: Predict the reaction yield, written as a fraction of the theoretical maximum amount of product (1.0 means a 100% yield; for example, 0.34 means a 34% yield). (1) The reactants are [CH3:1][O:2][CH2:3][CH2:4][O:5][C:6]1[C:11]([O:12][CH2:13][CH2:14][O:15][CH3:16])=[CH:10][CH:9]=[CH:8][C:7]=1[C:17]1[C:18]([CH3:23])=[N:19][NH:20][C:21]=1[NH2:22].[OH:24][C:25]1[CH:32]=[CH:31][C:28]([CH:29]=O)=[CH:27][CH:26]=1. The yield is 0.380. The catalyst is C(O)(C(F)(F)F)=O. The product is [CH3:23][C:18]1[C:17]2[C:7]3[C:6]([O:5][CH2:4][CH2:3][O:2][CH3:1])=[C:11]([O:12][CH2:13][CH2:14][O:15][CH3:16])[CH:10]=[CH:9][C:8]=3[C:29]([C:28]3[CH:31]=[CH:32][C:25]([OH:24])=[CH:26][CH:27]=3)=[N:22][C:21]=2[NH:20][N:19]=1. (2) The reactants are [CH3:1][O:2][C:3]([C@H:5]1[CH2:10][CH2:9][C@H:8]([CH2:11][NH:12][C:13](=[O:21])[C:14]2[CH:19]=[CH:18][CH:17]=[CH:16][C:15]=2[NH2:20])[CH2:7][CH2:6]1)=[O:4].C1C[O:25][CH2:24]C1. No catalyst specified. The product is [CH3:1][O:2][C:3]([C@H:5]1[CH2:6][CH2:7][C@H:8]([CH2:11][N:12]2[C:13](=[O:21])[C:14]3[C:15](=[CH:16][CH:17]=[CH:18][CH:19]=3)[NH:20][C:24]2=[O:25])[CH2:9][CH2:10]1)=[O:4]. The yield is 0.970. (3) The reactants are [C:1]1([C@@H:7]([NH:9][C:10]2[N:15]=[C:14]([N:16]3[C:20]4[CH:21]=[CH:22][C:23]([NH2:25])=[CH:24][C:19]=4[N:18]=[CH:17]3)[CH:13]=[N:12][CH:11]=2)[CH3:8])[CH:6]=[CH:5][CH:4]=[CH:3][CH:2]=1.Cl.[C:27](Cl)(=[O:34])[C:28]1[CH:33]=[CH:32][CH:31]=[N:30][CH:29]=1. No catalyst specified. The product is [C:1]1([C@@H:7]([NH:9][C:10]2[N:15]=[C:14]([N:16]3[C:20]4[CH:21]=[CH:22][C:23]([NH:25][C:27](=[O:34])[C:28]5[CH:33]=[CH:32][CH:31]=[N:30][CH:29]=5)=[CH:24][C:19]=4[N:18]=[CH:17]3)[CH:13]=[N:12][CH:11]=2)[CH3:8])[CH:6]=[CH:5][CH:4]=[CH:3][CH:2]=1. The yield is 0.390. (4) The product is [C:32]([O:31][C:29]([NH:28][C:25]1[N:24]=[CH:23][C:22]([CH2:21][CH:13]([NH:12][S:6]([N:9]2[CH2:2][CH2:3][O:4][C:10]2=[O:11])(=[O:8])=[O:7])[C:14]([O:16][C:17]([CH3:18])([CH3:19])[CH3:20])=[O:15])=[CH:27][CH:26]=1)=[O:30])([CH3:35])([CH3:34])[CH3:33]. The yield is 0.370. The catalyst is ClCCl. The reactants are Br[CH2:2][CH2:3][OH:4].Cl[S:6]([N:9]=[C:10]=[O:11])(=[O:8])=[O:7].[NH2:12][CH:13]([CH2:21][C:22]1[CH:23]=[N:24][C:25]([NH:28][C:29]([O:31][C:32]([CH3:35])([CH3:34])[CH3:33])=[O:30])=[CH:26][CH:27]=1)[C:14]([O:16][C:17]([CH3:20])([CH3:19])[CH3:18])=[O:15].C(N(CC)CC)C. (5) The reactants are [NH2:1][C:2]1[CH:7]=[CH:6][C:5]([C:8]2[C:16]3[C:15]([NH2:17])=[N:14][CH:13]=[N:12][C:11]=3[O:10][CH:9]=2)=[CH:4][CH:3]=1.N1C=CC=CC=1.[C:24]1([S:30](Cl)(=[O:32])=[O:31])[CH:29]=[CH:28][CH:27]=[CH:26][CH:25]=1. The catalyst is ClCCl.O. The product is [NH2:17][C:15]1[C:16]2[C:8]([C:5]3[CH:4]=[CH:3][C:2]([NH:1][S:30]([C:24]4[CH:29]=[CH:28][CH:27]=[CH:26][CH:25]=4)(=[O:32])=[O:31])=[CH:7][CH:6]=3)=[CH:9][O:10][C:11]=2[N:12]=[CH:13][N:14]=1. The yield is 0.640. (6) The reactants are [CH3:1][C:2]1[CH:7]=[CH:6][C:5]([C:8]2[N:17]=[C:16]([C:18]([OH:20])=O)[C:15]3[C:10](=[CH:11][CH:12]=[CH:13][CH:14]=3)[N:9]=2)=[CH:4][CH:3]=1.Cl.[OH:22][C:23]1[C:32]([N:33]([CH3:35])[CH3:34])=[CH:31][CH:30]=[C:29]2[C:24]=1[CH2:25][CH2:26][NH:27][CH2:28]2. No catalyst specified. The product is [CH3:1][C:2]1[CH:7]=[CH:6][C:5]([C:8]2[N:17]=[C:16]([C:18]([N:27]3[CH2:26][CH2:25][C:24]4[C:29](=[CH:30][CH:31]=[C:32]([N:33]([CH3:35])[CH3:34])[C:23]=4[OH:22])[CH2:28]3)=[O:20])[C:15]3[C:10](=[CH:11][CH:12]=[CH:13][CH:14]=3)[N:9]=2)=[CH:4][CH:3]=1. The yield is 0.130. (7) The reactants are CC([N:5]([CH2:9][C@@H:10]([NH:18][C:19]([C:21]1[S:22][C:23]([Cl:32])=[C:24]([C:26]2[N:30]([CH3:31])[N:29]=[N:28][CH:27]=2)[CH:25]=1)=[O:20])[CH2:11][CH:12]1[CH2:17][CH2:16][CH2:15][CH2:14][CH2:13]1)C(=O)[O-])(C)C.C1C(=O)N([Br:40])C(=O)C1. The catalyst is CN(C=O)C. The product is [NH2:5][CH2:9][C@@H:10]([NH:18][C:19]([C:21]1[S:22][C:23]([Cl:32])=[C:24]([C:26]2[N:30]([CH3:31])[N:29]=[N:28][C:27]=2[Br:40])[CH:25]=1)=[O:20])[CH2:11][CH:12]1[CH2:17][CH2:16][CH2:15][CH2:14][CH2:13]1. The yield is 0.0800. (8) The reactants are Cl.[NH:2]1[CH2:5][CH:4]([C:6]2[C:11]([C:12]3[CH:13]=[C:14]([CH3:18])[CH:15]=[CH:16][CH:17]=3)=[N:10][CH:9]=[CH:8][N:7]=2)[CH2:3]1.Cl[C:20]1[CH:29]=[CH:28][C:27]2[C:22](=[CH:23][CH:24]=[CH:25][CH:26]=2)[N:21]=1.C([O-])([O-])=O.[Cs+].[Cs+]. The catalyst is CN(C=O)C.O. The product is [C:14]1([CH3:18])[CH:15]=[CH:16][CH:17]=[C:12]([C:11]2[C:6]([CH:4]3[CH2:5][N:2]([C:20]4[CH:29]=[CH:28][C:27]5[C:22](=[CH:23][CH:24]=[CH:25][CH:26]=5)[N:21]=4)[CH2:3]3)=[N:7][CH:8]=[CH:9][N:10]=2)[CH:13]=1. The yield is 0.250. (9) The reactants are [CH3:1][O:2][C:3]1[CH:26]=[CH:25][C:6]([C:7]([C:9]2[CH:14]=[CH:13][CH:12]=[C:11]([C:15](=[O:24])[C:16]3[CH:21]=[CH:20][C:19]([O:22]C)=[CH:18][CH:17]=3)[CH:10]=2)=[O:8])=[CH:5][CH:4]=1.CSC.B(F)(F)F. The catalyst is ClCCl. The product is [OH:22][C:19]1[CH:18]=[CH:17][C:16]([C:15]([C:11]2[CH:12]=[CH:13][CH:14]=[C:9]([C:7](=[O:8])[C:6]3[CH:25]=[CH:26][C:3]([O:2][CH3:1])=[CH:4][CH:5]=3)[CH:10]=2)=[O:24])=[CH:21][CH:20]=1. The yield is 0.300. (10) The reactants are Cl.C([N:9]1[CH:13]=[C:12]([C:14]2[CH:15]=[C:16]([NH:22][C:23]3[N:28]=[C:27]([NH:29][C@H:30]([C:32]4[CH:37]=[CH:36][C:35]([F:38])=[CH:34][N:33]=4)[CH3:31])[C:26]([CH3:39])=[CH:25][N:24]=3)[C:17]([O:20][CH3:21])=[N:18][CH:19]=2)[CH:11]=[N:10]1)C1C=CC=CC=1. The catalyst is [Pd].[OH-].[OH-].[Pd+2].CO.O1CCCC1. The product is [F:38][C:35]1[CH:36]=[CH:37][C:32]([C@@H:30]([NH:29][C:27]2[C:26]([CH3:39])=[CH:25][N:24]=[C:23]([NH:22][C:16]3[C:17]([O:20][CH3:21])=[N:18][CH:19]=[C:14]([C:12]4[CH:11]=[N:10][NH:9][CH:13]=4)[CH:15]=3)[N:28]=2)[CH3:31])=[N:33][CH:34]=1. The yield is 0.700.